From a dataset of Peptide-MHC class I binding affinity with 185,985 pairs from IEDB/IMGT. Regression. Given a peptide amino acid sequence and an MHC pseudo amino acid sequence, predict their binding affinity value. This is MHC class I binding data. (1) The peptide sequence is RTNFLIKFL. The MHC is HLA-A24:02 with pseudo-sequence HLA-A24:02. The binding affinity (normalized) is 0.147. (2) The peptide sequence is IAIFNNRNL. The MHC is HLA-A02:06 with pseudo-sequence HLA-A02:06. The binding affinity (normalized) is 0.121.